The task is: Predict which catalyst facilitates the given reaction.. This data is from Catalyst prediction with 721,799 reactions and 888 catalyst types from USPTO. Reactant: [CH3:1][O:2][C:3](=[O:19])[C@@:4]([CH3:18])([N:13]1[CH:17]=[CH:16][CH:15]=[CH:14]1)[CH2:5][C:6]1[CH:11]=[CH:10][C:9]([OH:12])=[CH:8][CH:7]=1.[Br:20]N1C(=O)CCC1=O. Product: [CH3:1][O:2][C:3](=[O:19])[C@:4]([N:13]1[CH:17]=[CH:16][C:15]([Br:20])=[CH:14]1)([CH3:18])[CH2:5][C:6]1[CH:11]=[CH:10][C:9]([OH:12])=[CH:8][CH:7]=1. The catalyst class is: 4.